From a dataset of NCI-60 drug combinations with 297,098 pairs across 59 cell lines. Regression. Given two drug SMILES strings and cell line genomic features, predict the synergy score measuring deviation from expected non-interaction effect. Drug 1: C1CC(C1)(C(=O)O)C(=O)O.[NH2-].[NH2-].[Pt+2]. Drug 2: C1=CN(C=N1)CC(O)(P(=O)(O)O)P(=O)(O)O. Cell line: U251. Synergy scores: CSS=13.2, Synergy_ZIP=-0.897, Synergy_Bliss=5.02, Synergy_Loewe=1.15, Synergy_HSA=1.07.